This data is from NCI-60 drug combinations with 297,098 pairs across 59 cell lines. The task is: Regression. Given two drug SMILES strings and cell line genomic features, predict the synergy score measuring deviation from expected non-interaction effect. Drug 2: C1CNP(=O)(OC1)N(CCCl)CCCl. Drug 1: C1=CN(C(=O)N=C1N)C2C(C(C(O2)CO)O)O.Cl. Synergy scores: CSS=18.7, Synergy_ZIP=-4.44, Synergy_Bliss=-3.82, Synergy_Loewe=-31.3, Synergy_HSA=-3.55. Cell line: A498.